This data is from Catalyst prediction with 721,799 reactions and 888 catalyst types from USPTO. The task is: Predict which catalyst facilitates the given reaction. Reactant: [NH2:1][C:2]1[N:7]=[C:6]([N:8]2[C@H:13]([CH3:14])[CH2:12][CH2:11][C@H:10]([C:15]([NH:17][CH2:18][C:19]3[CH:24]=[CH:23][C:22]([F:25])=[CH:21][CH:20]=3)=[O:16])[CH2:9]2)[CH:5]=[C:4]([C:26]2[CH:31]=[CH:30][C:29]([C:32]#[N:33])=[C:28](F)[CH:27]=2)[N:3]=1.CCO.CCN(C(C)C)C(C)C.[NH2:47][NH2:48]. Product: [NH2:1][C:2]1[N:7]=[C:6]([N:8]2[C@H:13]([CH3:14])[CH2:12][CH2:11][C@H:10]([C:15]([NH:17][CH2:18][C:19]3[CH:24]=[CH:23][C:22]([F:25])=[CH:21][CH:20]=3)=[O:16])[CH2:9]2)[CH:5]=[C:4]([C:26]2[CH:27]=[C:28]3[C:29]([C:32]([NH2:33])=[N:47][NH:48]3)=[CH:30][CH:31]=2)[N:3]=1. The catalyst class is: 72.